The task is: Predict the product of the given reaction.. This data is from Forward reaction prediction with 1.9M reactions from USPTO patents (1976-2016). Given the reactants [NH2:1][C:2]1[CH:7]=[CH:6][C:5]([Cl:8])=[CH:4][C:3]=1[C:9]([CH:11]1[CH2:16][CH2:15][CH2:14][CH2:13][CH2:12]1)=[O:10].[O:17](S(C(F)(F)F)(=O)=O)[S:18]([C:21]([F:24])([F:23])[F:22])(=O)=[O:19], predict the reaction product. The product is: [Cl:8][C:5]1[CH:6]=[CH:7][C:2]([NH:1][S:18]([C:21]([F:24])([F:23])[F:22])(=[O:19])=[O:17])=[C:3]([C:9]([CH:11]2[CH2:12][CH2:13][CH2:14][CH2:15][CH2:16]2)=[O:10])[CH:4]=1.